Dataset: Reaction yield outcomes from USPTO patents with 853,638 reactions. Task: Predict the reaction yield, written as a fraction of the theoretical maximum amount of product (1.0 means a 100% yield; for example, 0.34 means a 34% yield). The reactants are [OH:1][CH2:2][C@@H:3]([NH:5][S:6]([C:9]1[CH:14]=[CH:13][C:12]([C:15]2[CH:20]=[CH:19][N:18]=[C:17]3[NH:21][C:22]([C:24]([F:27])([F:26])[F:25])=[CH:23][C:16]=23)=[CH:11][CH:10]=1)(=[O:8])=[O:7])[CH3:4].[ClH:28].C(OCC)C. The catalyst is CO. The product is [ClH:28].[OH:1][CH2:2][C@@H:3]([NH:5][S:6]([C:9]1[CH:10]=[CH:11][C:12]([C:15]2[CH:20]=[CH:19][N:18]=[C:17]3[NH:21][C:22]([C:24]([F:26])([F:27])[F:25])=[CH:23][C:16]=23)=[CH:13][CH:14]=1)(=[O:7])=[O:8])[CH3:4]. The yield is 0.910.